Task: Predict the reactants needed to synthesize the given product.. Dataset: Full USPTO retrosynthesis dataset with 1.9M reactions from patents (1976-2016) (1) Given the product [NH2:14][C:9]1[CH:10]=[CH:11][CH:12]=[C:13]2[C:8]=1[C:7](=[O:17])[C:6]1([NH:18][C:19](=[O:30])[C:20]3[CH:25]=[C:24]([C:26]([F:29])([F:28])[F:27])[CH:23]=[CH:22][N:21]=3)[C:5]3[CH:31]=[CH:32][C:33]([CH:35]([CH3:37])[CH3:36])=[CH:34][C:4]=3[O:3][C:2]12[OH:1], predict the reactants needed to synthesize it. The reactants are: [OH:1][C:2]12[C:13]3[C:8](=[C:9]([N+:14]([O-])=O)[CH:10]=[CH:11][CH:12]=3)[C:7](=[O:17])[C:6]1([NH:18][C:19](=[O:30])[C:20]1[CH:25]=[C:24]([C:26]([F:29])([F:28])[F:27])[CH:23]=[CH:22][N:21]=1)[C:5]1[CH:31]=[CH:32][C:33]([CH:35]([CH3:37])[CH3:36])=[CH:34][C:4]=1[O:3]2.C(O)C. (2) Given the product [F:1][C:2]([C:5]1[N:10]=[CH:9][C:8]([CH:11]([N:24]2[CH2:25][CH2:26][C:21]([F:27])([F:20])[CH2:22][CH2:23]2)[C:17]#[N:18])=[CH:7][N:6]=1)([F:4])[CH3:3], predict the reactants needed to synthesize it. The reactants are: [F:1][C:2]([C:5]1[N:10]=[CH:9][C:8]([CH:11]=O)=[CH:7][N:6]=1)([F:4])[CH3:3].[Si]([C:17]#[N:18])(C)(C)C.Cl.[F:20][C:21]1([F:27])[CH2:26][CH2:25][NH:24][CH2:23][CH2:22]1.CCN(C(C)C)C(C)C.